This data is from Forward reaction prediction with 1.9M reactions from USPTO patents (1976-2016). The task is: Predict the product of the given reaction. (1) Given the reactants [F:1][C:2]1[CH:9]=[CH:8][C:7]([N+:10]([O-:12])=[O:11])=[CH:6][C:3]=1[CH:4]=O.[CH3:13][O:14][C:15]1[CH:16]=[C:17]([CH:21]=[CH:22][C:23]=1[O:24][CH3:25])[CH2:18][C:19]#[N:20], predict the reaction product. The product is: [CH3:13][O:14][C:15]1[CH:16]=[C:17](/[C:18](=[CH:4]/[C:3]2[CH:6]=[C:7]([N+:10]([O-:12])=[O:11])[CH:8]=[CH:9][C:2]=2[F:1])/[C:19]#[N:20])[CH:21]=[CH:22][C:23]=1[O:24][CH3:25]. (2) Given the reactants Cl[C:2]1[N:10]=[CH:9][N:8]=[C:7]2[C:3]=1[N:4]=[CH:5][N:6]2[CH:11]1[CH2:15][CH2:14][CH2:13][O:12]1.ClC1N=CN=C2C=1NC=N2.[OH:26][C:27]1[CH:34]=[CH:33][C:30]([CH2:31][NH2:32])=[CH:29][CH:28]=1.C(N(C(C)C)C(C)C)C, predict the reaction product. The product is: [OH:26][C:27]1[CH:34]=[CH:33][C:30]([CH2:31][NH:32][C:2]2[N:10]=[CH:9][N:8]=[C:7]3[C:3]=2[N:4]=[CH:5][N:6]3[CH:11]2[CH2:15][CH2:14][CH2:13][O:12]2)=[CH:29][CH:28]=1. (3) The product is: [C:9]([C:8]1[CH:7]=[C:6]([CH:4]([CH3:5])[CH2:2][CH2:24][C:23]([O:27][CH3:28])=[O:26])[CH:19]=[CH:18][CH:17]=1)(=[O:10])[C:11]1[CH:16]=[CH:15][CH:14]=[CH:13][CH:12]=1. Given the reactants O[C:2]([CH:4]([C:6]1[CH:19]=[CH:18][CH:17]=[C:8]([C:9]([C:11]2[CH:16]=[CH:15][CH:14]=[CH:13][CH:12]=2)=[O:10])[CH:7]=1)[CH3:5])=O.CC#N.[C:23]([O:27][CH3:28])(=[O:26])[CH:24]=C, predict the reaction product. (4) Given the reactants Br[C:2]1[CH:7]=[CH:6][C:5]([C:8]([N:10]2[CH2:15][CH2:14][N:13]([C:16]3[C:21]([CH3:22])=[CH:20][C:19]([CH3:23])=[CH:18][N:17]=3)[CH2:12][CH2:11]2)=[O:9])=[CH:4][CH:3]=1.[C:24]([N:32]1[C:36]([CH3:38])([CH3:37])[CH2:35][NH:34][C:33]1=[O:39])(=[O:31])[C:25]1[CH:30]=[CH:29][CH:28]=[CH:27][CH:26]=1, predict the reaction product. The product is: [C:24]([N:32]1[C:36]([CH3:37])([CH3:38])[CH2:35][N:34]([C:2]2[CH:7]=[CH:6][C:5]([C:8]([N:10]3[CH2:15][CH2:14][N:13]([C:16]4[C:21]([CH3:22])=[CH:20][C:19]([CH3:23])=[CH:18][N:17]=4)[CH2:12][CH2:11]3)=[O:9])=[CH:4][CH:3]=2)[C:33]1=[O:39])(=[O:31])[C:25]1[CH:26]=[CH:27][CH:28]=[CH:29][CH:30]=1. (5) The product is: [Br:22][C:23]1[CH:28]=[CH:27][CH:26]=[C:25]([F:29])[C:24]=1[CH2:12][CH2:10][CH3:11]. Given the reactants C([Li])CCC.C(N[CH:10]([CH3:12])[CH3:11])(C)C.CN1CCCN(C)C1=O.[Br:22][C:23]1[CH:28]=[CH:27][CH:26]=[C:25]([F:29])[CH:24]=1.ICCC.Cl.S([O-])(O)=O.[Na+], predict the reaction product.